This data is from NCI-60 drug combinations with 297,098 pairs across 59 cell lines. The task is: Regression. Given two drug SMILES strings and cell line genomic features, predict the synergy score measuring deviation from expected non-interaction effect. (1) Drug 1: CN1CCC(CC1)COC2=C(C=C3C(=C2)N=CN=C3NC4=C(C=C(C=C4)Br)F)OC. Drug 2: C1=CC(=CC=C1CC(C(=O)O)N)N(CCCl)CCCl.Cl. Cell line: SNB-75. Synergy scores: CSS=12.5, Synergy_ZIP=-3.12, Synergy_Bliss=3.03, Synergy_Loewe=-2.95, Synergy_HSA=1.04. (2) Drug 1: C1=CC(=CC=C1CC(C(=O)O)N)N(CCCl)CCCl.Cl. Drug 2: C1CCC(C(C1)N)N.C(=O)(C(=O)[O-])[O-].[Pt+4]. Cell line: LOX IMVI. Synergy scores: CSS=7.96, Synergy_ZIP=-6.30, Synergy_Bliss=-4.96, Synergy_Loewe=-5.11, Synergy_HSA=-3.44. (3) Drug 1: C1CN1C2=NC(=NC(=N2)N3CC3)N4CC4. Drug 2: C1CNP(=O)(OC1)N(CCCl)CCCl. Cell line: K-562. Synergy scores: CSS=42.3, Synergy_ZIP=-4.39, Synergy_Bliss=-6.06, Synergy_Loewe=-30.4, Synergy_HSA=-5.09.